Dataset: Peptide-MHC class I binding affinity with 185,985 pairs from IEDB/IMGT. Task: Regression. Given a peptide amino acid sequence and an MHC pseudo amino acid sequence, predict their binding affinity value. This is MHC class I binding data. (1) The peptide sequence is LTQAAGQAF. The MHC is HLA-B14:02 with pseudo-sequence HLA-B14:02. The binding affinity (normalized) is 0.213. (2) The peptide sequence is NTDEIPELI. The MHC is HLA-B57:01 with pseudo-sequence HLA-B57:01. The binding affinity (normalized) is 0.0847.